From a dataset of Merck oncology drug combination screen with 23,052 pairs across 39 cell lines. Regression. Given two drug SMILES strings and cell line genomic features, predict the synergy score measuring deviation from expected non-interaction effect. (1) Drug 1: O=P1(N(CCCl)CCCl)NCCCO1. Drug 2: CCc1cnn2c(NCc3ccc[n+]([O-])c3)cc(N3CCCCC3CCO)nc12. Cell line: CAOV3. Synergy scores: synergy=-17.6. (2) Drug 1: C=CCn1c(=O)c2cnc(Nc3ccc(N4CCN(C)CC4)cc3)nc2n1-c1cccc(C(C)(C)O)n1. Drug 2: CNC(=O)c1cc(Oc2ccc(NC(=O)Nc3ccc(Cl)c(C(F)(F)F)c3)cc2)ccn1. Cell line: SKMES1. Synergy scores: synergy=-7.36. (3) Drug 1: O=P1(N(CCCl)CCCl)NCCCO1. Drug 2: CCN(CC)CCNC(=O)c1c(C)[nH]c(C=C2C(=O)Nc3ccc(F)cc32)c1C. Cell line: SKMEL30. Synergy scores: synergy=1.39.